This data is from Full USPTO retrosynthesis dataset with 1.9M reactions from patents (1976-2016). The task is: Predict the reactants needed to synthesize the given product. Given the product [CH3:7][O:8]/[N:9]=[C:31](/[C:29]1[CH:28]=[CH:27][CH:26]=[C:25]([C:11](=[CH2:10])[CH2:12][CH2:13][O:14]/[N:15]=[C:16](/[C:18]2[CH:23]=[CH:22][CH:21]=[C:20]([CH3:24])[N:19]=2)\[CH3:17])[N:30]=1)\[CH3:32], predict the reactants needed to synthesize it. The reactants are: C([O-])(=O)C.[Na+].Cl.[CH3:7][O:8][NH2:9].[CH2:10]=[C:11]([C:25]1[N:30]=[C:29]([C:31](=O)[CH3:32])[CH:28]=[CH:27][CH:26]=1)[CH2:12][CH2:13][O:14]/[N:15]=[C:16](/[C:18]1[CH:23]=[CH:22][CH:21]=[C:20]([CH3:24])[N:19]=1)\[CH3:17].